Dataset: Catalyst prediction with 721,799 reactions and 888 catalyst types from USPTO. Task: Predict which catalyst facilitates the given reaction. (1) Reactant: [Br:1][C:2]1[CH:3]=[CH:4][C:5]([O:32][CH:33]2[CH2:38][CH2:37][NH:36][CH2:35][CH2:34]2)=[C:6]([CH:8]2[CH2:13][C:12](=[O:14])[NH:11][CH:10]([C:15]3[CH:20]=[CH:19][CH:18]=[C:17]([Cl:21])[CH:16]=3)[C:9]32[C:29]2[C:24](=[CH:25][C:26]([Cl:30])=[CH:27][CH:28]=2)[NH:23][C:22]3=[O:31])[CH:7]=1.[C:39](Cl)(=[O:41])[CH3:40].C(N(CC)CC)C. Product: [C:39]([N:36]1[CH2:37][CH2:38][CH:33]([O:32][C:5]2[CH:4]=[CH:3][C:2]([Br:1])=[CH:7][C:6]=2[CH:8]2[CH2:13][C:12](=[O:14])[NH:11][CH:10]([C:15]3[CH:20]=[CH:19][CH:18]=[C:17]([Cl:21])[CH:16]=3)[C:9]32[C:29]2[C:24](=[CH:25][C:26]([Cl:30])=[CH:27][CH:28]=2)[NH:23][C:22]3=[O:31])[CH2:34][CH2:35]1)(=[O:41])[CH3:40]. The catalyst class is: 7. (2) Reactant: B(Br)(Br)Br.[CH3:5][O:6][C:7]1[CH:21]=[CH:20][C:10]2[N:11]3[CH2:19][CH2:18][CH2:17][C:12]3=[N:13][S:14](=[O:16])(=[O:15])[C:9]=2[CH:8]=1.[OH2:22]. Product: [O:15]=[S:14]1(=[O:16])[C:9]2[CH:8]=[C:7]([O:6][C:5]3[CH:9]=[C:8]([OH:22])[CH:7]=[CH:21][CH:20]=3)[CH:21]=[CH:20][C:10]=2[N:11]2[CH2:19][CH2:18][CH2:17][C:12]2=[N:13]1. The catalyst class is: 2. (3) Reactant: [Br-].[CH2:2]([O:4][C:5](=[O:31])[CH2:6][CH2:7][CH2:8][CH2:9][CH2:10][CH2:11][P+](C1C=CC=CC=1)(C1C=CC=CC=1)C1C=CC=CC=1)[CH3:3].CC(C)([O-])C.[K+].[C:38]1([C:44]2[CH:51]=[CH:50][C:47]([CH:48]=O)=[CH:46][CH:45]=2)[CH:43]=[CH:42][CH:41]=[CH:40][CH:39]=1.C(OCC)(=O)C. Product: [C:44]1([C:38]2[CH:43]=[CH:42][CH:41]=[CH:40][CH:39]=2)[CH:51]=[CH:50][C:47](/[CH:48]=[CH:11]/[CH2:10][CH2:9][CH2:8][CH2:7][CH2:6][C:5]([O:4][CH2:2][CH3:3])=[O:31])=[CH:46][CH:45]=1. The catalyst class is: 20.